Dataset: Full USPTO retrosynthesis dataset with 1.9M reactions from patents (1976-2016). Task: Predict the reactants needed to synthesize the given product. (1) Given the product [C:1]([C:5]1[N:10]=[CH:9][C:8]([C:11]2[N:12]([C:32]([N:34]3[CH2:39][CH2:38][CH:37]([NH:40][CH2:41][C:42]([NH:51][CH2:50][CH:49]([OH:48])[CH2:52][OH:53])=[O:43])[CH2:36][CH2:35]3)=[O:33])[C@@:13]([C:25]3[CH:30]=[CH:29][C:28]([Cl:31])=[CH:27][CH:26]=3)([CH3:24])[C@@:14]([C:17]3[CH:18]=[CH:19][C:20]([Cl:23])=[CH:21][CH:22]=3)([CH3:16])[N:15]=2)=[C:7]([O:45][CH2:46][CH3:47])[CH:6]=1)([CH3:4])([CH3:2])[CH3:3], predict the reactants needed to synthesize it. The reactants are: [C:1]([C:5]1[N:10]=[CH:9][C:8]([C:11]2[N:12]([C:32]([N:34]3[CH2:39][CH2:38][CH:37]([NH:40][CH2:41][C:42](O)=[O:43])[CH2:36][CH2:35]3)=[O:33])[C@@:13]([C:25]3[CH:30]=[CH:29][C:28]([Cl:31])=[CH:27][CH:26]=3)([CH3:24])[C@@:14]([C:17]3[CH:22]=[CH:21][C:20]([Cl:23])=[CH:19][CH:18]=3)([CH3:16])[N:15]=2)=[C:7]([O:45][CH2:46][CH3:47])[CH:6]=1)([CH3:4])([CH3:3])[CH3:2].[OH:48][CH:49]([CH2:52][OH:53])[CH2:50][NH2:51]. (2) Given the product [Cl:1][C:2]1[CH:3]=[CH:4][C:5]2[C:14]3[N:13]=[C:12]([CH3:15])[CH:11]=[CH:10][C:9]=3[C:8]3=[N:16][C:31]4[CH:36]=[CH:35][CH:34]=[CH:33][C:32]=4[N:7]3[C:6]=2[CH:17]=1, predict the reactants needed to synthesize it. The reactants are: [Cl:1][C:2]1[CH:3]=[CH:4][C:5]2[C:14]3[N:13]=[C:12]([CH3:15])[CH:11]=[CH:10][C:9]=3[C:8]([NH2:16])=[N:7][C:6]=2[CH:17]=1.CNCCNC.C(=O)([O-])[O-].[Cs+].[Cs+].I[C:31]1[CH:36]=[CH:35][CH:34]=[CH:33][C:32]=1I. (3) Given the product [CH:26](=[O:44])[CH2:27][CH2:28][CH2:29][CH2:30][CH2:31][CH2:32][CH2:33]/[CH:34]=[CH:35]\[CH2:36][CH2:37][CH2:38][CH2:39][CH2:40][CH2:41][CH2:42][CH3:43], predict the reactants needed to synthesize it. The reactants are: IC1C=CC=CC=1S([O-])(=O)=O.[Na+].OOS([O-])=O.[K+].S([O-])([O-])(=O)=O.[Na+].[Na+].[CH2:26]([OH:44])[CH2:27][CH2:28][CH2:29][CH2:30][CH2:31][CH2:32][CH2:33]/[CH:34]=[CH:35]\[CH2:36][CH2:37][CH2:38][CH2:39][CH2:40][CH2:41][CH2:42][CH3:43]. (4) Given the product [Br-:45].[OH:1][C@@H:2]([C@H:4]1[C:34](=[O:35])[N:6]2[C:7]([C:21]([O:23][CH2:24][C:25]3[CH:26]=[CH:27][C:28]([N+:31]([O-:33])=[O:32])=[CH:29][CH:30]=3)=[O:22])=[C:8]([C:11]3[S:15][C:14]4=[C:16]([S:19][CH3:20])[N:17]([CH2:44][C:43]([C:42]5[CH:41]=[CH:40][C:39]([N+:36]([O-:38])=[O:37])=[CH:48][CH:47]=5)=[O:46])[CH:18]=[N+:13]4[CH:12]=3)[C@H:9]([CH3:10])[C@H:5]12)[CH3:3], predict the reactants needed to synthesize it. The reactants are: [OH:1][C@@H:2]([C@H:4]1[C:34](=[O:35])[N:6]2[C:7]([C:21]([O:23][CH2:24][C:25]3[CH:30]=[CH:29][C:28]([N+:31]([O-:33])=[O:32])=[CH:27][CH:26]=3)=[O:22])=[C:8]([C:11]3[S:15][C:14]4=[C:16]([S:19][CH3:20])[N:17]=[CH:18][N:13]4[CH:12]=3)[C@H:9]([CH3:10])[C@H:5]12)[CH3:3].[N+:36]([C:39]1[CH:48]=[CH:47][C:42]([C:43](=[O:46])[CH2:44][Br:45])=[CH:41][CH:40]=1)([O-:38])=[O:37]. (5) Given the product [CH:20]1([NH:25][C:17]([C:15]2[CH:16]=[C:11]([C:5]3[CH:4]=[C:3]([CH2:1][CH3:2])[C:8](=[O:9])[NH:7][C:6]=3[CH3:10])[CH:12]=[N:13][CH:14]=2)=[O:19])[CH2:24][CH2:23][CH2:22][CH2:21]1, predict the reactants needed to synthesize it. The reactants are: [CH2:1]([C:3]1[C:8](=[O:9])[NH:7][C:6]([CH3:10])=[C:5]([C:11]2[CH:12]=[N:13][CH:14]=[C:15]([C:17]([OH:19])=O)[CH:16]=2)[CH:4]=1)[CH3:2].[CH:20]1([NH2:25])[CH2:24][CH2:23][CH2:22][CH2:21]1.